Dataset: Experimentally validated miRNA-target interactions with 360,000+ pairs, plus equal number of negative samples. Task: Binary Classification. Given a miRNA mature sequence and a target amino acid sequence, predict their likelihood of interaction. (1) The miRNA is mmu-miR-135b-5p with sequence UAUGGCUUUUCAUUCCUAUGUGA. The protein sequence of the target gene is MRQGHAPEESEPGCEAPCAGPCHAQRVLQALNAYRRSGTLTDVVLRAGGRDFPCHRAALSAGSAYFRSLFAAGRPERGPAVVPVVPVAPEAPGTSPAGAAAALAVVLDYVYGAGVRLRAEDEAAAVLALAERLGVAGLREACVRFLEGRLRAANSLALRRVAAAFSLAPLAERCGRVLRQAFAEVARHADFLELAPDEVVALLADPALGVAREEAVFEAAMRWVRHDAPARRGQLRRLLEHVRLPLLAPAYFLEKVEADELLQACGECRPLLLEARACFILGREAGALRTRPRRFMDLAE.... Result: 0 (no interaction). (2) The protein sequence of the target gene is MSRINKNVVLALLTLTSSAFLLFQLYYYKHYLSARNGPGSSKSKGNRVGFDSTQWRAVKKFIMLTSSQNVPVFLIDPWILESINKNFEQVKNASQGPASECRFFCVPRDFTAFALQYHLWKNEDGWFRIAENMGFQCLKTESKDPRLDGIDSLSGTEIPLHYVCKLTTHAIHLVVFHERSGNYLWHGHLRLKGHMDRKFVPFRKLQFGRYPGAFDRPELQQVTVDGLDMLIPKDPGRFLEEVPHSRFIECRYKEARAFLQQYIDDNTVDAMVFRKRAKELLQLAAKTLKDLGVPFWLSSG.... The miRNA is mmu-miR-200a-3p with sequence UAACACUGUCUGGUAACGAUGU. Result: 0 (no interaction). (3) The miRNA is hsa-miR-4251 with sequence CCUGAGAAAAGGGCCAA. Result: 0 (no interaction). The protein sequence of the target gene is MEMSAQRLASNRTSPQSPSNSDYTWEYEYYEIGPVSFEGLKAHKYSIVIGFWVGLAVFVIFMFFVLTLLTKTGAPHQDNAESSERRFRMNSFVSDFGKPLESDKVFSRQGNEESRSLFHCYINEVEHLDRVKVCHQTTAIDSDVHLQEASRSSGRPEEELARFMKFDIPNFVNTEQSSFGEDDLLISEAPVLLENKPVSQTSRIDLD. (4) The miRNA is hsa-miR-1284 with sequence UCUAUACAGACCCUGGCUUUUC. The protein sequence of the target gene is MDPSAALHRRPAGGSLGAVSPALSGGQARRRKQPPRPADFKLQVIIIGSRGVGKTSLMERFTDDTFCEACKSTVGVDFKIKTVELRGKKIRLQIWDTAGQERFNSITSAYYRSAKGIILVYDITKKETFDDLPKWMKMIDKYASEDAELLLVGNKLDCETDREISRQQGEKFAQQITGMRFCEASAKDNFNVDEIFLKLVDDILKKMPLDVLRNELSNSILSLQPEPEIPPELPPPRPHVRCC. Result: 0 (no interaction). (5) The miRNA is hsa-miR-3177-5p with sequence UGUGUACACACGUGCCAGGCGCU. The protein sequence of the target gene is MLATRLSRPLSRLPGKTLSACDRENGARRPLLLGSTSFIPIGRRTYASAAEPVGSKAVLVTGCDSGFGFSLAKHLHSKGFLVFAGCLMKDKGHDGVKELDSLNSDRLRTVQLNVCSSEEVEKVVEIVRSSLKDPEKGMWGLVNNAGISTFGEVEFTSLETYKQVAEVNLWGTVRMTKSFLPLIRRAKGRVVNISSMLGRMANPARSPYCITKFGVEAFSDCLRYEMYPLGVKVSVVEPGNFIAATSLYSPESIQAIAKKMWEELPEVVRKDYGKKYFDEKIAKMETYCSSGSTDTSPVID.... Result: 1 (interaction).